Dataset: Full USPTO retrosynthesis dataset with 1.9M reactions from patents (1976-2016). Task: Predict the reactants needed to synthesize the given product. (1) Given the product [Br:12][C:13]1[CH:18]=[CH:17][C:16]([C@H:19]([NH:21][S:8]([CH2:7][C:1]2[CH:6]=[CH:5][CH:4]=[CH:3][CH:2]=2)(=[O:10])=[O:9])[CH3:20])=[CH:15][CH:14]=1, predict the reactants needed to synthesize it. The reactants are: [C:1]1([CH2:7][S:8](Cl)(=[O:10])=[O:9])[CH:6]=[CH:5][CH:4]=[CH:3][CH:2]=1.[Br:12][C:13]1[CH:18]=[CH:17][C:16]([C@H:19]([NH2:21])[CH3:20])=[CH:15][CH:14]=1.O.Cl. (2) Given the product [O:1]1[CH2:6][CH2:5][N:4]([C:7]2[CH:15]=[CH:14][C:10]([C:11](=[S:25])[NH2:13])=[CH:9][CH:8]=2)[CH2:3][CH2:2]1, predict the reactants needed to synthesize it. The reactants are: [O:1]1[CH2:6][CH2:5][N:4]([C:7]2[CH:15]=[CH:14][C:10]([C:11]([NH2:13])=O)=[CH:9][CH:8]=2)[CH2:3][CH2:2]1.COC1C=CC(P2(SP(C3C=CC(OC)=CC=3)(=S)S2)=[S:25])=CC=1. (3) Given the product [F:1][C:2]1[CH:11]=[C:10]2[C:5]([CH:6]([C:21]([OH:24])=[O:23])[CH2:7][C:8]([CH3:13])([CH3:12])[O:9]2)=[CH:4][CH:3]=1, predict the reactants needed to synthesize it. The reactants are: [F:1][C:2]1[CH:11]=[C:10]2[C:5]([C:6](=O)[CH2:7][C:8]([CH3:13])([CH3:12])[O:9]2)=[CH:4][CH:3]=1.C[Si](C#N)(C)C.[C:21]([O:24]CC)(=[O:23])C. (4) Given the product [C:19]1([C:18]([N:26]2[C:34]3[C:29](=[CH:30][C:31]([C:35]([N:1]4[CH2:2][CH:3]([N:5]5[CH2:6][CH2:7][N:8]([C:11]([C:13]6[S:14][CH:15]=[CH:16][N:17]=6)=[O:12])[CH2:9][CH2:10]5)[CH2:4]4)=[O:36])=[CH:32][CH:33]=3)[CH2:28][CH2:27]2)=[O:25])[CH:24]=[CH:23][CH:22]=[CH:21][CH:20]=1, predict the reactants needed to synthesize it. The reactants are: [NH:1]1[CH2:4][CH:3]([N:5]2[CH2:10][CH2:9][N:8]([C:11]([C:13]3[S:14][CH:15]=[CH:16][N:17]=3)=[O:12])[CH2:7][CH2:6]2)[CH2:2]1.[C:18]([N:26]1[C:34]2[C:29](=[CH:30][C:31]([C:35](O)=[O:36])=[CH:32][CH:33]=2)[CH2:28][CH2:27]1)(=[O:25])[C:19]1[CH:24]=[CH:23][CH:22]=[CH:21][CH:20]=1.C(Cl)CCl.CCN(CC)CC.Cl. (5) Given the product [CH2:14]([Mg:8][Br:9])[CH2:15][CH2:16][CH2:17][CH2:18][CH2:19][CH3:20], predict the reactants needed to synthesize it. The reactants are: OCC1CC=1CC.[Mg:8].[Br:9]CCBr.Br[CH2:14][CH2:15][CH2:16][CH2:17][CH2:18][CH2:19][CH3:20].